Task: Predict the reactants needed to synthesize the given product.. Dataset: Full USPTO retrosynthesis dataset with 1.9M reactions from patents (1976-2016) (1) Given the product [F:7][C:8]1[CH:13]=[CH:12][C:11]([C:19]2[C:28]3[C:23](=[CH:24][C:25]([S:29]([N:32]([CH2:38][C:39]4[CH:44]=[CH:43][C:42]([O:45][CH3:46])=[CH:41][CH:40]=4)[C:33]4[S:34][CH:35]=[CH:36][N:37]=4)(=[O:30])=[O:31])=[CH:26][CH:27]=3)[CH:22]=[CH:21][N:20]=2)=[C:10]([OH:17])[CH:9]=1, predict the reactants needed to synthesize it. The reactants are: C([O-])([O-])=O.[Cs+].[Cs+].[F:7][C:8]1[CH:13]=[CH:12][C:11](B(O)O)=[C:10]([OH:17])[CH:9]=1.Cl[C:19]1[C:28]2[C:23](=[CH:24][C:25]([S:29]([N:32]([CH2:38][C:39]3[CH:44]=[CH:43][C:42]([O:45][CH3:46])=[CH:41][CH:40]=3)[C:33]3[S:34][CH:35]=[CH:36][N:37]=3)(=[O:31])=[O:30])=[CH:26][CH:27]=2)[CH:22]=[CH:21][N:20]=1. (2) The reactants are: [F:1][C:2]1([F:17])[CH2:7][CH2:6][C:5]([CH2:15][NH2:16])([C:8]2[CH:9]=[N:10][C:11]([F:14])=[CH:12][CH:13]=2)[CH2:4][CH2:3]1.[Cl:18][C:19]1[C:27]([Cl:28])=[CH:26][CH:25]=[CH:24][C:20]=1[C:21](O)=[O:22].C1C=CC2N(O)N=NC=2C=1.CCN=C=NCCCN(C)C.Cl.CCN(C(C)C)C(C)C. Given the product [Cl:18][C:19]1[C:27]([Cl:28])=[CH:26][CH:25]=[CH:24][C:20]=1[C:21]([NH:16][CH2:15][C:5]1([C:8]2[CH:9]=[N:10][C:11]([F:14])=[CH:12][CH:13]=2)[CH2:4][CH2:3][C:2]([F:1])([F:17])[CH2:7][CH2:6]1)=[O:22], predict the reactants needed to synthesize it. (3) Given the product [Cl:19][C:3]1[CH:4]=[C:5]([NH:12][C:13]2[N:17]=[C:16]([NH2:18])[NH:15][N:14]=2)[CH:6]=[C:7]([C:8]([F:11])([F:10])[F:9])[C:2]=1[C:59]1[CH:58]=[CH:57][CH:56]=[C:55]([S:52]([N:51]2[CH2:47][CH2:50][CH2:23][CH2:22]2)(=[O:53])=[O:54])[CH:60]=1, predict the reactants needed to synthesize it. The reactants are: Br[C:2]1[C:7]([C:8]([F:11])([F:10])[F:9])=[CH:6][C:5]([NH:12][C:13]2[N:17]=[C:16]([NH2:18])[NH:15][N:14]=2)=[CH:4][C:3]=1[Cl:19].CN1C(C)(C)CC(SC2C=CC(B3OC(C)(C)C(C)(C)O3)=CC=2)[CH2:23][C:22]1(C)C.[C:47]([NH:51][S:52]([C:55]1[CH:60]=[C:59](B2OC(C)(C)C(C)(C)O2)[CH:58]=[CH:57][C:56]=1OC(F)(F)F)(=[O:54])=[O:53])([CH3:50])(C)C.C([O-])([O-])=O.[K+].[K+]. (4) The reactants are: [Li+].[C:2]([C:6]1[CH:11]=[CH:10][C:9]([N:12]2[CH2:17][CH2:16][N:15]([CH2:18][CH2:19][CH2:20][C:21]([O-])=[O:22])[CH2:14][CH2:13]2)=[CH:8][CH:7]=1)([CH3:5])([CH3:4])[CH3:3].F[P-](F)(F)(F)(F)F.CN(C)C(ON1C2C=CC=CC=2N=N1)=[N+](C)C.C(N(C(C)C)CC)(C)C.Cl.[N+:58]([C:61]1[CH:66]=[CH:65][C:64]([NH:67][C@@H:68]2[CH2:72][CH2:71][NH:70][CH2:69]2)=[CH:63][C:62]=1[C:73]([F:76])([F:75])[F:74])([O-:60])=[O:59].[O-2].[Al+3].[O-2].[O-2].[Al+3]. Given the product [C:2]([C:6]1[CH:7]=[CH:8][C:9]([N:12]2[CH2:17][CH2:16][N:15]([CH2:18][CH2:19][CH2:20][C:21]([N:70]3[CH2:71][CH2:72][C@@H:68]([NH:67][C:64]4[CH:65]=[CH:66][C:61]([N+:58]([O-:60])=[O:59])=[C:62]([C:73]([F:74])([F:76])[F:75])[CH:63]=4)[CH2:69]3)=[O:22])[CH2:14][CH2:13]2)=[CH:10][CH:11]=1)([CH3:4])([CH3:5])[CH3:3], predict the reactants needed to synthesize it. (5) Given the product [O:3]=[C:4]1[CH2:5][C:9](=[O:20])[CH2:10][CH2:11][N:12]1[C:13]([O:14][C:15]([CH3:18])([CH3:17])[CH3:16])=[O:19], predict the reactants needed to synthesize it. The reactants are: CC1(C)OC(=O)[CH:5]([C:9](=[O:20])[CH2:10][CH2:11][NH:12][C:13](=[O:19])[O:14][C:15]([CH3:18])([CH3:17])[CH3:16])[C:4](=O)[O:3]1. (6) Given the product [C:1]1([CH3:15])[CH:6]=[CH:5][C:4]([O:7][C:8]2[S:12][C:11]([CH:13]=[O:26])=[CH:10][CH:9]=2)=[CH:3][CH:2]=1, predict the reactants needed to synthesize it. The reactants are: [C:1]1([CH3:15])[CH:6]=[CH:5][C:4]([O:7][C:8]2[S:12][C:11]([C:13]#N)=[CH:10][CH:9]=2)=[CH:3][CH:2]=1.[H-].C([Al+]CC(C)C)C(C)C.[O:26]1CCCC1. (7) Given the product [Cl:1][C:2]1[CH:3]=[C:4]([C@@H:12]([CH2:23][CH:24]2[CH2:25][CH2:26][CH:27]([OH:30])[CH2:28][CH2:29]2)[C:13]([NH:15][C:16]2[CH:21]=[N:20][C:19]([Cl:22])=[CH:18][N:17]=2)=[O:14])[CH:5]=[CH:6][C:7]=1[S:8]([CH3:11])(=[O:9])=[O:10], predict the reactants needed to synthesize it. The reactants are: [Cl:1][C:2]1[CH:3]=[C:4]([C@@H:12]([CH2:23][CH:24]2[CH2:29][CH2:28][C:27](=[O:30])[CH2:26][CH2:25]2)[C:13]([NH:15][C:16]2[CH:21]=[N:20][C:19]([Cl:22])=[CH:18][N:17]=2)=[O:14])[CH:5]=[CH:6][C:7]=1[S:8]([CH3:11])(=[O:10])=[O:9].[BH4-].[Na+].